This data is from Reaction yield outcomes from USPTO patents with 853,638 reactions. The task is: Predict the reaction yield, written as a fraction of the theoretical maximum amount of product (1.0 means a 100% yield; for example, 0.34 means a 34% yield). (1) The reactants are [Cl:1][C:2]1[N:7]=[CH:6][C:5]([NH2:8])=[C:4]([NH2:9])[CH:3]=1.[N:10]([O-])=O.[Na+].C([O-])([O-])=O.[Na+].[Na+]. The catalyst is Cl.O. The product is [Cl:1][C:2]1[N:7]=[CH:6][C:5]2[N:8]=[N:10][NH:9][C:4]=2[CH:3]=1. The yield is 0.750. (2) The reactants are [CH2:1]([OH:13])[CH2:2][CH2:3][CH2:4][CH2:5][CH2:6][CH2:7][CH2:8][CH2:9][CH2:10][CH2:11][CH3:12].[Cl:14][CH2:15][C:16](O)=[O:17].S(=O)(=O)(O)O. The catalyst is C1C=CC=CC=1. The product is [Cl:14][CH2:15][C:16]([O:13][CH2:1][CH2:2][CH2:3][CH2:4][CH2:5][CH2:6][CH2:7][CH2:8][CH2:9][CH2:10][CH2:11][CH3:12])=[O:17]. The yield is 0.900. (3) The reactants are [F:1][C:2]1[C:3]([OH:10])=[C:4]([CH:7]=[CH:8][CH:9]=1)[CH:5]=O.[CH3:11][N:12]1[CH2:17][CH2:16][NH:15][CH2:14][CH2:13]1.[S:18]1[CH2:24][C:22](=[O:23])[NH:21][C:19]1=S. No catalyst specified. The product is [F:1][C:2]1[C:3]([OH:10])=[C:4](/[CH:5]=[C:24]2/[C:22](=[O:23])[N:21]=[C:19]([N:15]3[CH2:16][CH2:17][N:12]([CH3:11])[CH2:13][CH2:14]3)[S:18]/2)[CH:7]=[CH:8][CH:9]=1. The yield is 0.110. (4) The catalyst is C(#N)C. The product is [NH:19]1[C:20]2=[N:21][CH:22]=[CH:23][CH:24]=[C:25]2[C:17]([CH2:15][C:11]2[C:12]([OH:38])=[N:13][C:8]([NH:7][CH2:6][C:5]3[CH:26]=[CH:27][C:2]([Cl:1])=[CH:3][CH:4]=3)=[CH:9][CH:10]=2)=[CH:18]1. The yield is 0.780. The reactants are [Cl:1][C:2]1[CH:27]=[CH:26][C:5]([CH2:6][NH:7][C:8]2[N:13]=[C:12](Cl)[C:11]([CH:15]([C:17]3[C:25]4[C:20](=[N:21][CH:22]=[CH:23][CH:24]=4)[NH:19][CH:18]=3)O)=[CH:10][CH:9]=2)=[CH:4][CH:3]=1.C([SiH](CC)CC)C.FC(F)(F)C(O)=[O:38]. (5) The reactants are [CH3:1][N:2]([CH3:16])[CH2:3][CH2:4][O:5][C:6]1[CH:7]=[CH:8][C:9]([N+:13]([O-])=O)=[C:10]([NH2:12])[CH:11]=1. The catalyst is CCO. The product is [CH3:1][N:2]([CH3:16])[CH2:3][CH2:4][O:5][C:6]1[CH:11]=[C:10]([NH2:12])[C:9]([NH2:13])=[CH:8][CH:7]=1. The yield is 0.900. (6) The reactants are [C@@H:1]1([N:10]2[CH:17]=[CH:16][C:14]([NH2:15])=[N:13][C:11]2=[O:12])[O:9][C@H:6]([CH2:7][OH:8])[C@@H:4]([OH:5])[C@H:2]1[OH:3].[C:18](OC(=O)C)(=[O:20])[CH3:19]. The catalyst is CN(C=O)C. The product is [C:18]([NH:15][C:14]1[CH:16]=[CH:17][N:10]([C@@H:1]2[O:9][C@H:6]([CH2:7][OH:8])[C@@H:4]([OH:5])[C@H:2]2[OH:3])[C:11](=[O:12])[N:13]=1)(=[O:20])[CH3:19]. The yield is 0.870. (7) The reactants are C([N:4]1[C:12]2[C:7](=[C:8]([Br:13])[CH:9]=[CH:10][CH:11]=2)[C:6](=O)[CH2:5]1)(=O)C.BrBr.[CH2:17]([NH2:20])[CH2:18][NH2:19].C(N(CC)CC)C. The catalyst is C(Cl)Cl.CO. The product is [Br:13][C:8]1[C:7]2[C:6]3[N:20]=[CH:17][CH:18]=[N:19][C:5]=3[NH:4][C:12]=2[CH:11]=[CH:10][CH:9]=1. The yield is 0.550. (8) The reactants are Cl[C:2](OC(Cl)(Cl)Cl)=[O:3].[Cl:9][C:10]1[CH:15]=[C:14]([C:16]([F:19])([F:18])[F:17])[CH:13]=[C:12]([F:20])[C:11]=1[O:21][C:22]1[CH:26]=[C:25]([CH3:27])[NH:24][N:23]=1.[CH2:28]([NH2:34])[CH:29]1[O:33][CH2:32][CH2:31][CH2:30]1.C(N(CC)CC)C. The catalyst is C(Cl)(Cl)Cl. The product is [CH2:28]([NH:34][C:2]([N:24]1[C:25]([CH3:27])=[CH:26][C:22]([O:21][C:11]2[C:12]([F:20])=[CH:13][C:14]([C:16]([F:19])([F:17])[F:18])=[CH:15][C:10]=2[Cl:9])=[N:23]1)=[O:3])[CH:29]1[O:33][CH2:32][CH2:31][CH2:30]1. The yield is 0.296.